The task is: Predict the reactants needed to synthesize the given product.. This data is from Full USPTO retrosynthesis dataset with 1.9M reactions from patents (1976-2016). (1) Given the product [O:27]1[C:28]2[CH:34]=[CH:33][CH:32]=[CH:31][C:29]=2[N:30]=[C:26]1[S:25][CH:19]([CH2:18][C:15]1[CH:16]=[CH:17][C:12]([O:11][CH2:10][CH2:9][NH:8][C:6]([O:5][C:1]([CH3:4])([CH3:3])[CH3:2])=[O:7])=[CH:13][CH:14]=1)[C:20]([O:22][CH3:23])=[O:21], predict the reactants needed to synthesize it. The reactants are: [C:1]([O:5][C:6]([NH:8][CH2:9][CH2:10][O:11][C:12]1[CH:17]=[CH:16][C:15]([CH2:18][CH:19](O)[C:20]([O:22][CH3:23])=[O:21])=[CH:14][CH:13]=1)=[O:7])([CH3:4])([CH3:3])[CH3:2].[SH:25][C:26]1[O:27][C:28]2[CH:34]=[CH:33][CH:32]=[CH:31][C:29]=2[N:30]=1.C(P(CCCC)CCCC)CCC.N(C(N1CCCCC1)=O)=NC(N1CCCCC1)=O. (2) Given the product [Br:1][C:2]1[CH:3]=[N:4][C:5]2[CH:6]([NH:11][C:20]([C:17]3([NH:16][C:14](=[O:15])[C:13]([F:12])([F:23])[F:24])[CH2:18][CH2:19]3)=[O:21])[CH2:7][CH2:8][C:9]=2[CH:10]=1, predict the reactants needed to synthesize it. The reactants are: [Br:1][C:2]1[CH:3]=[N:4][C:5]2[CH:6]([NH2:11])[CH2:7][CH2:8][C:9]=2[CH:10]=1.[F:12][C:13]([F:24])([F:23])[C:14]([NH:16][C:17]1([C:20](O)=[O:21])[CH2:19][CH2:18]1)=[O:15]. (3) Given the product [Cl:1][C:2]1[C:3]([CH2:31][N:33]2[CH2:37][CH2:36][C@@H:35]([NH:38][C:39](=[O:45])[O:40][C:41]([CH3:43])([CH3:42])[CH3:44])[CH2:34]2)=[C:4]([O:26][C:27]([F:29])([F:28])[F:30])[CH:5]=[C:6]2[C:11]=1[N:10]=[CH:9][N:8]([CH2:12][C:13]1[CH:18]=[C:17]([Cl:19])[CH:16]=[CH:15][C:14]=1[S:20]([CH2:23][CH3:24])(=[O:22])=[O:21])[C:7]2=[O:25], predict the reactants needed to synthesize it. The reactants are: [Cl:1][C:2]1[C:3]([CH:31]=O)=[C:4]([O:26][C:27]([F:30])([F:29])[F:28])[CH:5]=[C:6]2[C:11]=1[N:10]=[CH:9][N:8]([CH2:12][C:13]1[CH:18]=[C:17]([Cl:19])[CH:16]=[CH:15][C:14]=1[S:20]([CH2:23][CH3:24])(=[O:22])=[O:21])[C:7]2=[O:25].[NH:33]1[CH2:37][CH2:36][C@@H:35]([NH:38][C:39](=[O:45])[O:40][C:41]([CH3:44])([CH3:43])[CH3:42])[CH2:34]1.